Dataset: Reaction yield outcomes from USPTO patents with 853,638 reactions. Task: Predict the reaction yield, written as a fraction of the theoretical maximum amount of product (1.0 means a 100% yield; for example, 0.34 means a 34% yield). (1) The reactants are [CH2:1]([O:3][C:4]1[CH:25]=[CH:24][CH:23]=[CH:22][C:5]=1[O:6][C@@H:7]1[CH2:12][CH2:11][CH2:10][N:9]([C:13]2[N:18]=[CH:17][C:16]([C:19](O)=[O:20])=[CH:15][N:14]=2)[CH2:8]1)[CH3:2].CN(C(ON1N=NC2C=CC=NC1=2)=[N+](C)C)C.F[P-](F)(F)(F)(F)F.C(N(CC)C(C)C)(C)C.Cl.[NH2:60][CH2:61][C:62]1[CH:63]=[C:64]([CH:69]=[C:70]([O:72][CH3:73])[CH:71]=1)[C:65]([O:67][CH3:68])=[O:66]. The catalyst is ClCCl. The product is [CH2:1]([O:3][C:4]1[CH:25]=[CH:24][CH:23]=[CH:22][C:5]=1[O:6][C@@H:7]1[CH2:12][CH2:11][CH2:10][N:9]([C:13]2[N:18]=[CH:17][C:16]([C:19]([NH:60][CH2:61][C:62]3[CH:63]=[C:64]([CH:69]=[C:70]([O:72][CH3:73])[CH:71]=3)[C:65]([O:67][CH3:68])=[O:66])=[O:20])=[CH:15][N:14]=2)[CH2:8]1)[CH3:2]. The yield is 0.870. (2) The reactants are C1(N2[C:11]3[CH:12]=[CH:13][CH:14]=[CH:15][C:10]=3[N:9]=[C:8]2[C:16]2[CH:21]=[CH:20][C:19]([B:22]3[O:26][C:25]([CH3:28])([CH3:27])[C:24]([CH3:30])([CH3:29])[O:23]3)=[CH:18][CH:17]=2)C=CC=CC=1.C([O-])(=[O:33])C.[K+]. The catalyst is O1CCOCC1.C1C=CC(P(C2C=CC=CC=2)[C-]2C=CC=C2)=CC=1.C1C=CC(P(C2C=CC=CC=2)[C-]2C=CC=C2)=CC=1.Cl[Pd]Cl.[Fe+2]. The product is [CH3:28][C:25]1([CH3:27])[C:24]([CH3:30])([CH3:29])[O:23][B:22]([C:19]2[CH:20]=[CH:21][C:16]([C:8]3[O:33][C:11]4[CH:12]=[CH:13][CH:14]=[CH:15][C:10]=4[N:9]=3)=[CH:17][CH:18]=2)[O:26]1. The yield is 0.810.